This data is from TCR-epitope binding with 47,182 pairs between 192 epitopes and 23,139 TCRs. The task is: Binary Classification. Given a T-cell receptor sequence (or CDR3 region) and an epitope sequence, predict whether binding occurs between them. (1) The TCR CDR3 sequence is CASSQTHHEQYF. Result: 1 (the TCR binds to the epitope). The epitope is HTTDPSFLGRY. (2) The epitope is PROT_97E67BCC. The TCR CDR3 sequence is CALGEPNTGELFF. Result: 0 (the TCR does not bind to the epitope). (3) The epitope is QYDPVAALF. The TCR CDR3 sequence is CASTPRRLGLFPSSGNTIYF. Result: 1 (the TCR binds to the epitope). (4) The epitope is RIFTIGTVTLK. The TCR CDR3 sequence is CAWSAGTAHQPQHF. Result: 0 (the TCR does not bind to the epitope).